Dataset: Catalyst prediction with 721,799 reactions and 888 catalyst types from USPTO. Task: Predict which catalyst facilitates the given reaction. Reactant: [CH3:1][O:2][C:3](=[O:19])[C:4]1[CH:9]=[CH:8][CH:7]=[C:6]([CH2:10][NH:11]C(OC(C)(C)C)=O)[CH:5]=1.Cl.O1CCOCC1. Product: [CH3:1][O:2][C:3](=[O:19])[C:4]1[CH:9]=[CH:8][CH:7]=[C:6]([CH2:10][NH2:11])[CH:5]=1. The catalyst class is: 2.